Task: Regression. Given two drug SMILES strings and cell line genomic features, predict the synergy score measuring deviation from expected non-interaction effect.. Dataset: NCI-60 drug combinations with 297,098 pairs across 59 cell lines Drug 1: CCCS(=O)(=O)NC1=C(C(=C(C=C1)F)C(=O)C2=CNC3=C2C=C(C=N3)C4=CC=C(C=C4)Cl)F. Drug 2: C1=CC=C(C(=C1)C(C2=CC=C(C=C2)Cl)C(Cl)Cl)Cl. Cell line: SK-OV-3. Synergy scores: CSS=7.40, Synergy_ZIP=-0.179, Synergy_Bliss=6.13, Synergy_Loewe=5.46, Synergy_HSA=5.51.